From a dataset of Catalyst prediction with 721,799 reactions and 888 catalyst types from USPTO. Predict which catalyst facilitates the given reaction. (1) Product: [C:22]1([CH:14]([CH2:15][C:16]2[CH:21]=[CH:20][CH:19]=[CH:18][CH:17]=2)[CH2:13][NH:12][C:10]2[C:9]3[C:4](=[CH:5][CH:6]=[CH:7][CH:8]=3)[N:3]=[C:2]([C:51]3[CH:50]=[N:49][C:48]4[N:47]([CH:46]=[CH:45][N:44]=4)[CH:52]=3)[N:11]=2)[CH:27]=[CH:26][CH:25]=[CH:24][CH:23]=1. Reactant: Cl[C:2]1[N:11]=[C:10]([NH:12][CH2:13][CH:14]([C:22]2[CH:27]=[CH:26][CH:25]=[CH:24][CH:23]=2)[CH2:15][C:16]2[CH:21]=[CH:20][CH:19]=[CH:18][CH:17]=2)[C:9]2[C:4](=[CH:5][CH:6]=[CH:7][CH:8]=2)[N:3]=1.CC1(C)C(C)(C)OB(C2C=NC(N)=NC=2)O1.[N:44]1[CH:45]=[CH:46][N:47]2[CH:52]=[C:51](C3N=C(NCC(C4C=CC=CC=4)N4CCCCC4)C4C(=CC=CC=4)N=3)[CH:50]=[N:49][C:48]=12. The catalyst class is: 25. (2) Product: [F:24][C:17]1[CH:16]=[C:15]([NH:25][S:26]([C:29]2[CH:30]=[CH:31][C:32]([C:2]3[CH:3]=[N:4][C:5]([CH2:8][NH:9][CH:10]([CH3:12])[CH3:11])=[N:6][CH:7]=3)=[CH:33][CH:34]=2)(=[O:27])=[O:28])[C:14]([F:13])=[CH:19][C:18]=1[C:20]([O:22][CH3:23])=[O:21]. Reactant: Br[C:2]1[CH:3]=[N:4][C:5]([CH2:8][NH:9][CH:10]([CH3:12])[CH3:11])=[N:6][CH:7]=1.[F:13][C:14]1[CH:19]=[C:18]([C:20]([O:22][CH3:23])=[O:21])[C:17]([F:24])=[CH:16][C:15]=1[NH:25][S:26]([C:29]1[CH:34]=[CH:33][C:32](B(O)O)=[CH:31][CH:30]=1)(=[O:28])=[O:27].C(=O)([O-])[O-].[Na+].[Na+]. The catalyst class is: 117. (3) Reactant: Cl.[NH2:2][OH:3].C(=O)(O)[O-].[Na+].[CH:9]1([C@H:13]([NH:15][C:16]2[N:24]=[C:23]([C:25]#[N:26])[N:22]=[C:21]3[C:17]=2[N:18]([CH2:36][C@H:37]2[CH2:42][CH2:41][C@H:40]([CH3:43])[CH2:39][CH2:38]2)[C:19]([CH:27]([O:34][CH3:35])[C:28]2[CH:33]=[CH:32][CH:31]=[CH:30][CH:29]=2)=[N:20]3)[CH3:14])[CH2:12][CH2:11][CH2:10]1. Product: [CH:9]1([C@H:13]([NH:15][C:16]2[N:24]=[C:23]([C:25](=[NH:26])[NH:2][OH:3])[N:22]=[C:21]3[C:17]=2[N:18]([CH2:36][C@H:37]2[CH2:38][CH2:39][C@H:40]([CH3:43])[CH2:41][CH2:42]2)[C:19]([CH:27]([O:34][CH3:35])[C:28]2[CH:29]=[CH:30][CH:31]=[CH:32][CH:33]=2)=[N:20]3)[CH3:14])[CH2:10][CH2:11][CH2:12]1. The catalyst class is: 40. (4) Reactant: [N:1]12[CH2:8][CH2:7][CH:4]([CH2:5][CH2:6]1)[C@H:3]([NH:9][C:10]([C:12]1[CH:13]=[CH:14][CH:15]=[C:16]3[O:20][C:19]([C:21]4([CH3:24])[CH2:23][CH2:22]4)=[N:18][C:17]=13)=[O:11])[CH2:2]2.[ClH:25]. Product: [ClH:25].[N:1]12[CH2:8][CH2:7][CH:4]([CH2:5][CH2:6]1)[C@H:3]([NH:9][C:10]([C:12]1[CH:13]=[CH:14][CH:15]=[C:16]3[O:20][C:19]([C:21]4([CH3:24])[CH2:23][CH2:22]4)=[N:18][C:17]=13)=[O:11])[CH2:2]2. The catalyst class is: 459. (5) Reactant: II.Br[CH2:4][CH2:5][CH2:6][CH2:7][CH2:8][CH2:9][CH2:10][CH2:11][O:12][CH2:13][C:14]1[CH:19]=[CH:18][CH:17]=[CH:16][CH:15]=1.[CH:20]([O:22][CH3:23])=O.[BH4-].[Na+].Cl. Product: [CH2:13]([O:12][CH2:11][CH2:10][CH2:9][CH2:8][CH2:7][CH2:6][CH2:5][CH2:4][CH:11]([OH:12])[CH2:10][CH2:9][CH2:8][CH2:7][CH2:6][CH2:5][CH2:4][CH2:20][O:22][CH2:23][C:19]1[CH:14]=[CH:15][CH:16]=[CH:17][CH:18]=1)[C:14]1[CH:19]=[CH:18][CH:17]=[CH:16][CH:15]=1. The catalyst class is: 1. (6) Reactant: [Cl:1][C:2]1[CH:3]=[C:4]2[C:9](=[CH:10][CH:11]=1)[N:8]=[C:7]([N:12]([CH2:15][CH3:16])[CH2:13][CH3:14])[CH:6]=[C:5]2[C:17]1[CH:22]=[CH:21][C:20]([N+:23]([O-])=O)=[CH:19][CH:18]=1.Cl. Product: [NH2:23][C:20]1[CH:19]=[CH:18][C:17]([C:5]2[C:4]3[C:9](=[CH:10][CH:11]=[C:2]([Cl:1])[CH:3]=3)[N:8]=[C:7]([N:12]([CH2:15][CH3:16])[CH2:13][CH3:14])[CH:6]=2)=[CH:22][CH:21]=1. The catalyst class is: 180. (7) Reactant: [Cl:1][C:2]1[CH:3]=[CH:4][C:5]2[N:11]([C:12](=[O:29])[C:13]3[CH:18]=[CH:17][C:16]([C:19](=[O:28])[CH2:20][C:21]4[CH:26]=[CH:25][CH:24]=[CH:23][C:22]=4[CH3:27])=[CH:15][CH:14]=3)[CH2:10][CH2:9][CH2:8][CH:7]([CH2:30][C:31]([N:33]3[CH2:38][CH2:37][N:36]([CH3:39])[CH2:35][CH2:34]3)=[O:32])[C:6]=2[CH:40]=1.[BH4-].[Na+]. Product: [Cl:1][C:2]1[CH:3]=[CH:4][C:5]2[N:11]([C:12](=[O:29])[C:13]3[CH:18]=[CH:17][C:16]([CH:19]([OH:28])[CH2:20][C:21]4[CH:26]=[CH:25][CH:24]=[CH:23][C:22]=4[CH3:27])=[CH:15][CH:14]=3)[CH2:10][CH2:9][CH2:8][CH:7]([CH2:30][C:31]([N:33]3[CH2:38][CH2:37][N:36]([CH3:39])[CH2:35][CH2:34]3)=[O:32])[C:6]=2[CH:40]=1. The catalyst class is: 61.